Dataset: Full USPTO retrosynthesis dataset with 1.9M reactions from patents (1976-2016). Task: Predict the reactants needed to synthesize the given product. (1) Given the product [C:38]([O:37][C:35]([N:32]1[CH2:33][CH2:34][CH:29]([C:27]2[N:12]3[N:13]=[C:14]4[C:10]([C:9]([C:6]5[CH:5]=[CH:4][C:3]([O:2][CH3:1])=[CH:8][CH:7]=5)=[CH:17][CH:16]=[CH:15]4)=[C:11]3[NH:18][C:22](=[O:21])[CH:23]=2)[CH2:30][CH2:31]1)=[O:36])([CH3:41])([CH3:40])[CH3:39], predict the reactants needed to synthesize it. The reactants are: [CH3:1][O:2][C:3]1[CH:8]=[CH:7][C:6]([C:9]2[CH:17]=[CH:16][CH:15]=[C:14]3[C:10]=2[C:11]([NH2:18])=[N:12][NH:13]3)=[CH:5][CH:4]=1.CC1(C)OC(=O)[CH:23]([C:27]([CH:29]2[CH2:34][CH2:33][N:32]([C:35]([O:37][C:38]([CH3:41])([CH3:40])[CH3:39])=[O:36])[CH2:31][CH2:30]2)=O)[C:22](=O)[O:21]1.P([O-])([O-])([O-])=O.[K+].[K+].[K+]. (2) Given the product [CH2:17]([N:3]1[C:4]2[CH:10]=[CH:9][CH:8]=[CH:7][C:5]=2[N:6]=[C:2]1[CH3:1])[C:18]1[CH:23]=[CH:22][CH:21]=[CH:20][CH:19]=1, predict the reactants needed to synthesize it. The reactants are: [CH3:1][C:2]1[NH:3][C:4]2[CH:10]=[CH:9][CH:8]=[CH:7][C:5]=2[N:6]=1.C(=O)([O-])[O-].[K+].[K+].[CH2:17](Cl)[C:18]1[CH:23]=[CH:22][CH:21]=[CH:20][CH:19]=1. (3) Given the product [CH3:6][O:7][C:8]1[CH:39]=[C:38]([O:40][CH3:41])[CH:37]=[CH:36][C:9]=1[CH2:10][NH:11][C:12]1[N:21]2[N:22]=[C:23]([CH:25]3[CH2:30][CH2:29][CH2:28][N:27]([CH2:45][CH2:44][C:43]([F:48])([F:47])[F:42])[CH2:26]3)[N:24]=[C:20]2[C:19]2[C:14](=[C:15]3[O:33][C:32]([F:34])([F:35])[O:31][C:16]3=[CH:17][CH:18]=2)[N:13]=1, predict the reactants needed to synthesize it. The reactants are: CN(C)C=O.[CH3:6][O:7][C:8]1[CH:39]=[C:38]([O:40][CH3:41])[CH:37]=[CH:36][C:9]=1[CH2:10][NH:11][C:12]1[N:21]2[N:22]=[C:23]([CH:25]3[CH2:30][CH2:29][CH2:28][NH:27][CH2:26]3)[N:24]=[C:20]2[C:19]2[C:14](=[C:15]3[O:33][C:32]([F:35])([F:34])[O:31][C:16]3=[CH:17][CH:18]=2)[N:13]=1.[F:42][C:43]([F:48])([F:47])[CH2:44][CH2:45]I.C(=O)([O-])[O-].[K+].[K+]. (4) Given the product [CH2:14]([N:16]1[CH:24]=[C:23]2[C:18]([CH:19]=[C:20]([C:36]([NH:9][C:6]3[CH:5]=[N:4][C:3]([O:2][CH3:1])=[CH:8][N:7]=3)=[O:37])[CH:21]=[C:22]2[O:25][C:26]2[CH:27]=[CH:28][C:29]([S:32]([CH3:35])(=[O:34])=[O:33])=[CH:30][CH:31]=2)=[N:17]1)[CH3:15], predict the reactants needed to synthesize it. The reactants are: [CH3:1][O:2][C:3]1[N:4]=[CH:5][C:6]([NH2:9])=[N:7][CH:8]=1.[Cl-].C[Al+]C.[CH2:14]([N:16]1[CH:24]=[C:23]2[C:18]([CH:19]=[C:20]([C:36](OC)=[O:37])[CH:21]=[C:22]2[O:25][C:26]2[CH:31]=[CH:30][C:29]([S:32]([CH3:35])(=[O:34])=[O:33])=[CH:28][CH:27]=2)=[N:17]1)[CH3:15].C(C(C(C([O-])=O)O)O)([O-])=O.[Na+].[K+]. (5) Given the product [CH:9]1([O:8][C:5]2[CH:6]=[CH:7][C:2]([B:20]3[O:21][C:22]([CH3:24])([CH3:23])[C:18]([CH3:34])([CH3:17])[O:19]3)=[CH:3][CH:4]=2)[CH2:11][CH2:10]1, predict the reactants needed to synthesize it. The reactants are: Br[C:2]1[CH:7]=[CH:6][C:5]([O:8][CH:9]2[CH2:11][CH2:10]2)=[CH:4][CH:3]=1.C([O-])(=O)C.[K+].[CH3:17][C:18]1([CH3:34])[C:22]([CH3:24])([CH3:23])[O:21][B:20]([B:20]2[O:21][C:22]([CH3:24])([CH3:23])[C:18]([CH3:34])([CH3:17])[O:19]2)[O:19]1. (6) Given the product [Si:17]([O:16][CH2:15][CH2:14][NH2:5])([C:20]([CH3:23])([CH3:22])[CH3:21])([CH3:19])[CH3:18], predict the reactants needed to synthesize it. The reactants are: C1(=O)[NH:5]C(=O)C2=CC=CC=C12.[K].Br[CH2:14][CH2:15][O:16][Si:17]([C:20]([CH3:23])([CH3:22])[CH3:21])([CH3:19])[CH3:18].[OH-].[Na+].